From a dataset of Full USPTO retrosynthesis dataset with 1.9M reactions from patents (1976-2016). Predict the reactants needed to synthesize the given product. Given the product [OH:1][C:2]1[C:9]([OH:10])=[CH:8][C:5]([C:6]#[N:7])=[C:4](/[CH:12]=[CH:13]/[C:14]2[CH:19]=[CH:18][C:17]([C:20]([F:21])([F:22])[F:23])=[CH:16][CH:15]=2)[C:3]=1[C:24]#[N:25], predict the reactants needed to synthesize it. The reactants are: [OH:1][C:2]1[C:9]([O:10]C)=[CH:8][C:5]([C:6]#[N:7])=[C:4](/[CH:12]=[CH:13]/[C:14]2[CH:19]=[CH:18][C:17]([C:20]([F:23])([F:22])[F:21])=[CH:16][CH:15]=2)[C:3]=1[C:24]#[N:25].BrC1C(C#N)=C(O)C(OC)=CC=1C#N.FC(F)(F)C1C=CC(/C=C/B(O)O)=CC=1.